This data is from Reaction yield outcomes from USPTO patents with 853,638 reactions. The task is: Predict the reaction yield, written as a fraction of the theoretical maximum amount of product (1.0 means a 100% yield; for example, 0.34 means a 34% yield). (1) The reactants are Cl.[CH3:2][CH:3]([CH2:8][N:9]1[CH2:14][CH2:13][CH2:12][CH2:11][CH2:10]1)[CH2:4][C:5]([OH:7])=[O:6].C(Cl)(=O)C(Cl)=O.C(OC([N:28]1[C:32]([NH2:33])=[CH:31][C:30]([C:34]2[CH:35]=[C:36]3[C:41](=[CH:42][CH:43]=2)[N:40]=[CH:39][CH:38]=[CH:37]3)=[N:29]1)=O)(C)(C)C.Cl. The catalyst is CC#N.CN(C=O)C. The product is [CH:5]([OH:7])=[O:6].[CH3:2][CH:3]([CH2:8][N:9]1[CH2:14][CH2:13][CH2:12][CH2:11][CH2:10]1)[CH2:4][C:5]([NH:33][C:32]1[NH:28][N:29]=[C:30]([C:34]2[CH:35]=[C:36]3[C:41](=[CH:42][CH:43]=2)[N:40]=[CH:39][CH:38]=[CH:37]3)[CH:31]=1)=[O:7]. The yield is 0.580. (2) The reactants are Br[C:2]1[CH:18]=[CH:17][C:5]2[N:6]=[C:7]([CH2:9][CH2:10][N:11]3[CH2:15][CH2:14][CH2:13][CH:12]3[CH3:16])[S:8][C:4]=2[CH:3]=1.[N:19]1[CH:24]=[CH:23][CH:22]=[C:21](B(O)O)[CH:20]=1.C1(P(C2CCCCC2)C2C=CC=CC=2C2C=CC=CC=2)CCCCC1.C(=O)([O-])[O-].[Na+].[Na+]. The catalyst is CC(O)C.O.Cl[Pd](Cl)([P](C1C=CC=CC=1)(C1C=CC=CC=1)C1C=CC=CC=1)[P](C1C=CC=CC=1)(C1C=CC=CC=1)C1C=CC=CC=1. The product is [CH3:16][CH:12]1[CH2:13][CH2:14][CH2:15][N:11]1[CH2:10][CH2:9][C:7]1[S:8][C:4]2[CH:3]=[C:2]([C:21]3[CH:20]=[N:19][CH:24]=[CH:23][CH:22]=3)[CH:18]=[CH:17][C:5]=2[N:6]=1. The yield is 0.670. (3) The reactants are [C:1]([O:5][C:6]([N:8]1[CH2:13][CH2:12][O:11][CH2:10][CH:9]1[C:14](O)=[O:15])=[O:7])([CH3:4])([CH3:3])[CH3:2].B.C([O-])([O-])=O.[Na+].[Na+]. The catalyst is C1COCC1.O. The product is [C:1]([O:5][C:6]([N:8]1[CH2:13][CH2:12][O:11][CH2:10][CH:9]1[CH2:14][OH:15])=[O:7])([CH3:4])([CH3:3])[CH3:2]. The yield is 1.00. (4) The reactants are [C:1]([N:4]1[C:13]2[C:8](=[CH:9][C:10]([C:14]3[CH:19]=[CH:18][C:17]([CH2:20][N:21]4[CH2:26][CH2:25][N:24](C(OC(C)(C)C)=O)[CH2:23][C:22]4=[O:34])=[CH:16][CH:15]=3)=[CH:11][CH:12]=2)[C@H:7]([NH:35][C:36]([O:38][CH:39]([CH3:41])[CH3:40])=[O:37])[CH2:6][C@@H:5]1[CH3:42])(=[O:3])[CH3:2].[ClH:43]. The catalyst is O1CCOCC1. The product is [ClH:43].[C:1]([N:4]1[C:13]2[C:8](=[CH:9][C:10]([C:14]3[CH:15]=[CH:16][C:17]([CH2:20][N:21]4[CH2:26][CH2:25][NH:24][CH2:23][C:22]4=[O:34])=[CH:18][CH:19]=3)=[CH:11][CH:12]=2)[C@H:7]([NH:35][C:36](=[O:37])[O:38][CH:39]([CH3:40])[CH3:41])[CH2:6][C@@H:5]1[CH3:42])(=[O:3])[CH3:2]. The yield is 1.00.